From a dataset of Forward reaction prediction with 1.9M reactions from USPTO patents (1976-2016). Predict the product of the given reaction. (1) Given the reactants [C:1]([O:5][C:6](=[O:17])/[CH:7]=[CH:8]/[C:9]1[CH:14]=[CH:13][C:12]([CH:15]=O)=[CH:11][N:10]=1)([CH3:4])([CH3:3])[CH3:2].[CH3:18][N:19]1[CH2:24][CH2:23][N:22]([C:25]2[CH:30]=[CH:29][C:28]([C:31](=[O:33])[CH3:32])=[CH:27][CH:26]=2)[CH2:21][CH2:20]1.[OH-].[K+], predict the reaction product. The product is: [C:1]([O:5][C:6](=[O:17])/[CH:7]=[CH:8]/[C:9]1[CH:14]=[CH:13][C:12](/[CH:15]=[CH:32]/[C:31]([C:28]2[CH:27]=[CH:26][C:25]([N:22]3[CH2:21][CH2:20][N:19]([CH3:18])[CH2:24][CH2:23]3)=[CH:30][CH:29]=2)=[O:33])=[CH:11][N:10]=1)([CH3:4])([CH3:3])[CH3:2]. (2) Given the reactants C([O:8][C:9]1[C:18](=[O:19])[C:17]2[C:12](=[CH:13][C:14]([CH2:20][CH2:21][CH:22]([CH3:34])[CH2:23][CH2:24][CH2:25][CH:26]([CH3:33])[CH2:27][CH2:28][CH2:29][CH:30]([CH3:32])[CH3:31])=[CH:15][CH:16]=2)[O:11][C:10]=1[C:35]1[CH:40]=[C:39]([O:41]C)[C:38]([O:43]C)=[C:37]([O:45]C)[CH:36]=1)C1C=CC=CC=1.B(Br)(Br)Br.CO, predict the reaction product. The product is: [OH:8][C:9]1[C:18](=[O:19])[C:17]2[C:12](=[CH:13][C:14]([CH2:20][CH2:21][CH:22]([CH3:34])[CH2:23][CH2:24][CH2:25][CH:26]([CH3:33])[CH2:27][CH2:28][CH2:29][CH:30]([CH3:31])[CH3:32])=[CH:15][CH:16]=2)[O:11][C:10]=1[C:35]1[CH:40]=[C:39]([OH:41])[C:38]([OH:43])=[C:37]([OH:45])[CH:36]=1. (3) Given the reactants [C:1]1([CH2:7][C:8]([NH:10][NH2:11])=[O:9])[CH:6]=[CH:5][CH:4]=[CH:3][CH:2]=1.C(O[C:15](=[NH:21])[C:16]([O:18][CH2:19][CH3:20])=[O:17])C, predict the reaction product. The product is: [NH2:21][C:15](=[N:11][NH:10][C:8](=[O:9])[CH2:7][C:1]1[CH:6]=[CH:5][CH:4]=[CH:3][CH:2]=1)[C:16]([O:18][CH2:19][CH3:20])=[O:17]. (4) Given the reactants [F:1][C:2]1[CH:3]=[C:4](B(O)O)[CH:5]=[CH:6][C:7]=1[F:8].C(=O)([O-])[O-].[Na+].[Na+].FC(F)(F)S(O[C:24]1=[CH:25][C:26]2[C:27]([CH:32]([O:35][Si:36]([CH:43]([CH3:45])[CH3:44])([CH:40]([CH3:42])[CH3:41])[CH:37]([CH3:39])[CH3:38])[CH2:33][CH2:34]1)=[N:28][CH:29]=[CH:30][CH:31]=2)(=O)=O, predict the reaction product. The product is: [F:1][C:2]1[CH:3]=[C:4]([C:24]2=[CH:25][C:26]3[C:27]([CH:32]([O:35][Si:36]([CH:40]([CH3:42])[CH3:41])([CH:43]([CH3:45])[CH3:44])[CH:37]([CH3:38])[CH3:39])[CH2:33][CH2:34]2)=[N:28][CH:29]=[CH:30][CH:31]=3)[CH:5]=[CH:6][C:7]=1[F:8].